This data is from Forward reaction prediction with 1.9M reactions from USPTO patents (1976-2016). The task is: Predict the product of the given reaction. (1) Given the reactants C1(P(C2C=CC=CC=2)C2C=CC=CC=2)C=CC=CC=1.CCOC(/N=N/C(OCC)=O)=O.[OH:32][CH:33]1[CH2:38][CH2:37][N:36]([C:39]([O:41][C:42]([CH3:45])([CH3:44])[CH3:43])=[O:40])[CH2:35][CH2:34]1.[CH3:46][O:47][C:48]1[CH:53]=[C:52]([N+:54]([O-:56])=[O:55])[CH:51]=[CH:50][C:49]=1O, predict the reaction product. The product is: [CH3:46][O:47][C:48]1[CH:53]=[C:52]([N+:54]([O-:56])=[O:55])[CH:51]=[CH:50][C:49]=1[O:32][CH:33]1[CH2:34][CH2:35][N:36]([C:39]([O:41][C:42]([CH3:45])([CH3:44])[CH3:43])=[O:40])[CH2:37][CH2:38]1. (2) Given the reactants [CH2:1]([O:3][C:4]([C:6]1[C:7]([CH2:31][OH:32])=[C:8]2[C:13]([NH:14][C:15]3[CH:20]=[CH:19][C:18]([O:21][C:22]4[CH:27]=[CH:26][CH:25]=[CH:24][CH:23]=4)=[CH:17][CH:16]=3)=[C:12]([C:28]#[N:29])[CH:11]=[N:10][N:9]2[CH:30]=1)=[O:5])[CH3:2], predict the reaction product. The product is: [CH2:1]([O:3][C:4]([C:6]1[C:7]([CH:31]=[O:32])=[C:8]2[C:13]([NH:14][C:15]3[CH:16]=[CH:17][C:18]([O:21][C:22]4[CH:27]=[CH:26][CH:25]=[CH:24][CH:23]=4)=[CH:19][CH:20]=3)=[C:12]([C:28]#[N:29])[CH:11]=[N:10][N:9]2[CH:30]=1)=[O:5])[CH3:2]. (3) The product is: [N:15]1([CH2:20][CH2:21][CH2:14][C:13]2[NH:3][C:4](=[O:12])[C:5]3[C:6]([CH:11]=2)=[CH:7][CH:8]=[CH:9][CH:10]=3)[CH2:19][CH2:18][CH2:17][CH2:16]1. Given the reactants C([N:3]([CH2:13][CH3:14])[C:4](=[O:12])[C:5]1[CH:10]=[CH:9][CH:8]=[CH:7][C:6]=1[CH3:11])C.[N:15]1([CH2:20][CH2:21]CC#N)[CH2:19][CH2:18][CH2:17][CH2:16]1, predict the reaction product. (4) The product is: [C:36]([O:40][C:41]([N:43]1[CH2:48][CH2:47][N:46]([CH2:49][CH2:50][N:12]([CH2:11][C:7]2[N:6]([CH2:5][C:4]3[CH:21]=[C:22]([Cl:24])[CH:23]=[C:2]([Cl:1])[CH:3]=3)[CH:10]=[CH:9][N:8]=2)[CH2:13][C:14]2[CH:19]=[CH:18][CH:17]=[C:16]([F:20])[CH:15]=2)[CH2:45][CH2:44]1)=[O:42])([CH3:39])([CH3:38])[CH3:37]. Given the reactants [Cl:1][C:2]1[CH:3]=[C:4]([CH:21]=[C:22]([Cl:24])[CH:23]=1)[CH2:5][N:6]1[CH:10]=[CH:9][N:8]=[C:7]1[CH2:11][NH:12][CH2:13][C:14]1[CH:19]=[CH:18][CH:17]=[C:16]([F:20])[CH:15]=1.[Li]CCCC.CCCCCC.[C:36]([O:40][C:41]([N:43]1[CH2:48][CH2:47][N:46]([CH2:49][CH2:50]Cl)[CH2:45][CH2:44]1)=[O:42])([CH3:39])([CH3:38])[CH3:37], predict the reaction product. (5) Given the reactants Br[C:2]1[CH:3]=[C:4]([C@@H:8]([NH:13][C:14]([C@@H:16]2[CH2:21][CH2:20][CH2:19][N:18]([C:22](=[O:31])[CH2:23][CH2:24][CH:25]3[CH2:30][CH2:29][NH:28][CH2:27][CH2:26]3)[CH2:17]2)=[O:15])[CH2:9][C:10]([OH:12])=[O:11])[CH:5]=[N:6][CH:7]=1.C(N(CC)CC)C.CCCC[N+](CCCC)(CCCC)CCCC.[F-].P(C1C=C(S([O-])(=O)=O)C(C)=CC=1C)(C1C=C(S([O-])(=O)=O)C(C)=CC=1C)C1C=C(S([O-])(=O)=O)C(C)=CC=1C.[Na+].[Na+].[Na+].[C:97]([CH2:100][N:101]1[CH2:112][CH2:111][N:110]([CH2:113][C:114]([O-:116])=[O:115])[CH2:109][CH2:108][N:107]([CH2:117][C:118]([O-:120])=[O:119])[CH2:106][CH2:105][N:104]([CH:121]([CH3:259])[C:122]([NH:124][CH2:125][C:126]([NH:128][C@H:129]([C:164]([NH:166][C@H:167]([C:240]([NH:242][CH2:243][CH2:244][CH2:245][CH2:246][C:247]2[CH:252]=[CH:251][CH:250]=[C:249]([C:253]#[C:254][Si](C)(C)C)[CH:248]=2)=[O:241])[CH2:168][NH:169][C:170](=[O:239])[C@H:171]([CH2:205][NH:206][C:207](=[O:238])[CH2:208][NH:209][C:210](=[O:237])[CH:211]([N:213]2[CH2:224][CH2:223][N:222]([CH2:225][C:226]([O-:228])=[O:227])[CH2:221][CH2:220][N:219]([CH2:229][C:230]([O-:232])=[O:231])[CH2:218][CH2:217][N:216]([CH2:233][C:234]([O-:236])=[O:235])[CH2:215][CH2:214]2)[CH3:212])[NH:172][C:173](=[O:204])[CH2:174][NH:175][C:176](=[O:203])[CH:177]([N:179]2[CH2:190][CH2:189][N:188]([CH2:191][C:192]([O-:194])=[O:193])[CH2:187][CH2:186][N:185]([CH2:195][C:196]([O-:198])=[O:197])[CH2:184][CH2:183][N:182]([CH2:199][C:200]([O-:202])=[O:201])[CH2:181][CH2:180]2)[CH3:178])=[O:165])[CH2:130][NH:131][C:132](=[O:163])[CH2:133][NH:134][C:135](=[O:162])[CH:136]([N:138]2[CH2:149][CH2:148][N:147]([CH2:150][C:151]([O-:153])=[O:152])[CH2:146][CH2:145][N:144]([CH2:154][C:155]([O-:157])=[O:156])[CH2:143][CH2:142][N:141]([CH2:158][C:159]([O-:161])=[O:160])[CH2:140][CH2:139]2)[CH3:137])=[O:127])=[O:123])[CH2:103][CH2:102]1)([O-:99])=[O:98].[Gd+3:260].[Gd+3].[Gd+3].[Gd+3], predict the reaction product. The product is: [C:118]([CH2:117][N:107]1[CH2:108][CH2:109][N:110]([CH2:113][C:114]([O-:116])=[O:115])[CH2:111][CH2:112][N:101]([CH2:100][C:97]([O-:99])=[O:98])[CH2:102][CH2:103][N:104]([CH:121]([CH3:259])[C:122]([NH:124][CH2:125][C:126]([NH:128][C@H:129]([C:164]([NH:166][C@H:167]([C:240]([NH:242][CH2:243][CH2:244][CH2:245][CH2:246][C:247]2[CH:252]=[CH:251][CH:250]=[C:249]([C:253]#[C:254][C:2]3[CH:7]=[N:6][CH:5]=[C:4]([C@@H:8]([NH:13][C:14]([C@@H:16]4[CH2:21][CH2:20][CH2:19][N:18]([C:22](=[O:31])[CH2:23][CH2:24][CH:25]5[CH2:30][CH2:29][NH:28][CH2:27][CH2:26]5)[CH2:17]4)=[O:15])[CH2:9][C:10]([OH:12])=[O:11])[CH:3]=3)[CH:248]=2)=[O:241])[CH2:168][NH:169][C:170](=[O:239])[C@H:171]([CH2:205][NH:206][C:207](=[O:238])[CH2:208][NH:209][C:210](=[O:237])[CH:211]([N:213]2[CH2:214][CH2:215][N:216]([CH2:233][C:234]([O-:236])=[O:235])[CH2:217][CH2:218][N:219]([CH2:229][C:230]([O-:232])=[O:231])[CH2:220][CH2:221][N:222]([CH2:225][C:226]([O-:228])=[O:227])[CH2:223][CH2:224]2)[CH3:212])[NH:172][C:173](=[O:204])[CH2:174][NH:175][C:176](=[O:203])[CH:177]([N:179]2[CH2:190][CH2:189][N:188]([CH2:191][C:192]([O-:194])=[O:193])[CH2:187][CH2:186][N:185]([CH2:195][C:196]([O-:198])=[O:197])[CH2:184][CH2:183][N:182]([CH2:199][C:200]([O-:202])=[O:201])[CH2:181][CH2:180]2)[CH3:178])=[O:165])[CH2:130][NH:131][C:132](=[O:163])[CH2:133][NH:134][C:135](=[O:162])[CH:136]([N:138]2[CH2:149][CH2:148][N:147]([CH2:150][C:151]([O-:153])=[O:152])[CH2:146][CH2:145][N:144]([CH2:154][C:155]([O-:157])=[O:156])[CH2:143][CH2:142][N:141]([CH2:158][C:159]([O-:161])=[O:160])[CH2:140][CH2:139]2)[CH3:137])=[O:127])=[O:123])[CH2:105][CH2:106]1)([O-:120])=[O:119].[Gd+3:260].[Gd+3:260].[Gd+3:260].[Gd+3:260].